This data is from Catalyst prediction with 721,799 reactions and 888 catalyst types from USPTO. The task is: Predict which catalyst facilitates the given reaction. Reactant: [Br:1][C:2]1[C:10]2[C:5]([NH:6][CH:7]=[N:8][C:9]=2[Cl:11])=[N:4][CH:3]=1.[CH3:12][N:13]([CH3:17])[CH2:14][CH2:15]O.C1(P(C2C=CC=CC=2)C2C=CC=CC=2)C=CC=CC=1.CCOC(/N=N/C(OCC)=O)=O. Product: [Br:1][C:2]1[C:10]2[C:9]([Cl:11])=[N:8][CH:7]=[N:6][C:5]=2[N:4]([CH2:15][CH2:14][N:13]([CH3:17])[CH3:12])[CH:3]=1. The catalyst class is: 7.